Dataset: Reaction yield outcomes from USPTO patents with 853,638 reactions. Task: Predict the reaction yield, written as a fraction of the theoretical maximum amount of product (1.0 means a 100% yield; for example, 0.34 means a 34% yield). (1) The reactants are [Cl:1][C:2]1[CH:30]=[CH:29][C:5]([O:6][C:7]2[CH:12]=[CH:11][C:10]([N:13]3[C@@H:17]([C:18]4[CH:23]=[CH:22][CH:21]=[C:20]([C:24]([F:27])([F:26])[F:25])[CH:19]=4)[CH2:16][CH2:15][C:14]3=[O:28])=[CH:9][CH:8]=2)=[CH:4][CH:3]=1.[Li+].C[Si]([N-][Si](C)(C)C)(C)C.[CH2:41](I)[CH:42]=[CH2:43]. The catalyst is C1COCC1. The product is [Cl:1][C:2]1[CH:3]=[CH:4][C:5]([O:6][C:7]2[CH:12]=[CH:11][C:10]([N:13]3[C@@H:17]([C:18]4[CH:23]=[CH:22][CH:21]=[C:20]([C:24]([F:25])([F:26])[F:27])[CH:19]=4)[CH2:16][C@H:15]([CH2:43][CH:42]=[CH2:41])[C:14]3=[O:28])=[CH:9][CH:8]=2)=[CH:29][CH:30]=1. The yield is 0.800. (2) The reactants are [F:1][C:2]1[CH:7]=[CH:6][C:5]([CH2:8][N:9]2[CH2:14][CH2:13][CH:12]([CH2:15][C:16]([O:18]CC)=O)[CH2:11][CH2:10]2)=[CH:4][CH:3]=1.[C:21]1([CH:27]([NH2:29])[CH3:28])[CH:26]=[CH:25][CH:24]=[CH:23][CH:22]=1.CCN=C=NCCCN(C)C.C1C=CC2N(O)N=NC=2C=1. The catalyst is C(C(O)=O)(F)(F)F.Cl.O.C(Cl)Cl. The product is [C:21]1([CH:27]([NH:29][C:16]([CH2:15][CH:12]2[CH2:11][CH2:10][N:9]([CH2:8][C:5]3[CH:4]=[CH:3][C:2]([F:1])=[CH:7][CH:6]=3)[CH2:14][CH2:13]2)=[O:18])[CH3:28])[CH:26]=[CH:25][CH:24]=[CH:23][CH:22]=1. The yield is 0.500. (3) The reactants are [OH:1][C:2]1[C:9]([O:10][CH3:11])=[CH:8][C:5]([CH:6]=[O:7])=[CH:4][C:3]=1[O:12][CH3:13].C([O-])([O-])=O.[Cs+].[Cs+].[CH:20]1([CH2:26][CH2:27]Br)[CH2:25][CH2:24][CH2:23][CH2:22][CH2:21]1.O. The catalyst is CN(C=O)C. The product is [CH:20]1([CH2:26][CH2:27][O:1][C:2]2[C:3]([O:12][CH3:13])=[CH:4][C:5]([CH:6]=[O:7])=[CH:8][C:9]=2[O:10][CH3:11])[CH2:25][CH2:24][CH2:23][CH2:22][CH2:21]1. The yield is 0.800. (4) The reactants are [CH:1]([N:4]1[CH:8]=[CH:7][N:6]=[CH:5]1)([CH3:3])[CH3:2].C1C(=O)N([Br:16])C(=O)C1. The catalyst is C(Cl)Cl. The product is [Br:16][C:8]1[N:4]([CH:1]([CH3:3])[CH3:2])[CH:5]=[N:6][CH:7]=1. The yield is 0.230. (5) The reactants are [O:1]=[C:2]([N:15]1[CH2:19][CH2:18][CH2:17][C@H:16]1[C:20]1[NH:21][C:22]([C:25]2[CH:30]=[CH:29][C:28]([C:31]3[S:35][C:34]4[CH:36]=[C:37](B5OC(C)(C)C(C)(C)O5)[CH:38]=[CH:39][C:33]=4[CH:32]=3)=[CH:27][CH:26]=2)=[CH:23][N:24]=1)[C@H:3]([NH:10][C:11](=[O:14])[O:12][CH3:13])[C:4]1[CH:9]=[CH:8][CH:7]=[CH:6][CH:5]=1.Br[C:50]1[N:51]=[C:52]([C@@H:55]2[CH2:59][CH2:58][CH2:57][N:56]2[C:60]([O:62][C:63]([CH3:66])([CH3:65])[CH3:64])=[O:61])[NH:53][CH:54]=1.C(=O)([O-])[O-].[K+].[K+].C(COC)OC. The catalyst is [Pd].C1(P(C2C=CC=CC=2)C2C=CC=CC=2)C=CC=CC=1.C1(P(C2C=CC=CC=2)C2C=CC=CC=2)C=CC=CC=1.C1(P(C2C=CC=CC=2)C2C=CC=CC=2)C=CC=CC=1.C1(P(C2C=CC=CC=2)C2C=CC=CC=2)C=CC=CC=1.O. The product is [CH3:13][O:12][C:11]([NH:10][C@H:3]([C:4]1[CH:5]=[CH:6][CH:7]=[CH:8][CH:9]=1)[C:2]([N:15]1[CH2:19][CH2:18][CH2:17][C@H:16]1[C:20]1[NH:21][C:22]([C:25]2[CH:30]=[CH:29][C:28]([C:31]3[S:35][C:34]4[CH:36]=[C:37]([C:54]5[N:53]=[C:52]([C@@H:55]6[CH2:59][CH2:58][CH2:57][N:56]6[C:60]([O:62][C:63]([CH3:66])([CH3:65])[CH3:64])=[O:61])[NH:51][CH:50]=5)[CH:38]=[CH:39][C:33]=4[CH:32]=3)=[CH:27][CH:26]=2)=[CH:23][N:24]=1)=[O:1])=[O:14]. The yield is 0.280.